Regression. Given a peptide amino acid sequence and an MHC pseudo amino acid sequence, predict their binding affinity value. This is MHC class II binding data. From a dataset of Peptide-MHC class II binding affinity with 134,281 pairs from IEDB. (1) The peptide sequence is LEVLNFDFQANAQLS. The MHC is HLA-DQA10301-DQB10302 with pseudo-sequence HLA-DQA10301-DQB10302. The binding affinity (normalized) is 0.652. (2) The peptide sequence is EDLVRAYHSMSSTHE. The MHC is DRB1_1602 with pseudo-sequence DRB1_1602. The binding affinity (normalized) is 0.770. (3) The peptide sequence is AAAAYRKAAAAAA. The MHC is H-2-IAu with pseudo-sequence H-2-IAu. The binding affinity (normalized) is 0.697. (4) The peptide sequence is KFYFNKRLNQLTR. The MHC is HLA-DPA10301-DPB10402 with pseudo-sequence HLA-DPA10301-DPB10402. The binding affinity (normalized) is 0.536. (5) The peptide sequence is LQLQPFPQPQLPYPQPQLPY. The MHC is DRB1_0701 with pseudo-sequence DRB1_0701. The binding affinity (normalized) is 0.0720. (6) The peptide sequence is TNTPTKWDNSFLEI. The MHC is DRB5_0101 with pseudo-sequence DRB5_0101. The binding affinity (normalized) is 0.0981. (7) The peptide sequence is KTDCTKEVEEAWASA. The MHC is DRB1_0405 with pseudo-sequence DRB1_0405. The binding affinity (normalized) is 0.0901. (8) The peptide sequence is YVDRFFKTLRAEQATQEV. The MHC is DRB1_0802 with pseudo-sequence DRB1_0802. The binding affinity (normalized) is 0.584.